From a dataset of Reaction yield outcomes from USPTO patents with 853,638 reactions. Predict the reaction yield, written as a fraction of the theoretical maximum amount of product (1.0 means a 100% yield; for example, 0.34 means a 34% yield). (1) The reactants are [Cl:1][C:2]1[C:41]([C:42]([F:45])([F:44])[F:43])=[CH:40][CH:39]=[CH:38][C:3]=1[CH2:4][N:5]([CH2:24][CH:25]([C:32]1[CH:37]=[CH:36][CH:35]=[CH:34][CH:33]=1)[C:26]1[CH:31]=[CH:30][CH:29]=[CH:28][CH:27]=1)[CH2:6][CH2:7][CH2:8][O:9][C:10]1[CH:11]=[C:12]([CH:16]([CH2:20][CH2:21][CH2:22][CH3:23])[C:17]([OH:19])=[O:18])[CH:13]=[CH:14][CH:15]=1.Cl. The catalyst is C(OCC)C. The product is [ClH:1].[Cl:1][C:2]1[C:41]([C:42]([F:43])([F:44])[F:45])=[CH:40][CH:39]=[CH:38][C:3]=1[CH2:4][N:5]([CH2:24][CH:25]([C:32]1[CH:33]=[CH:34][CH:35]=[CH:36][CH:37]=1)[C:26]1[CH:27]=[CH:28][CH:29]=[CH:30][CH:31]=1)[CH2:6][CH2:7][CH2:8][O:9][C:10]1[CH:11]=[C:12]([CH:16]([CH2:20][CH2:21][CH2:22][CH3:23])[C:17]([OH:19])=[O:18])[CH:13]=[CH:14][CH:15]=1. The yield is 0.800. (2) The reactants are C[O:2][C:3]([C:5]1[N:33]([CH:34]2[CH2:38][CH2:37][CH2:36][CH2:35]2)[C:8]2[N:9]=[C:10]([NH:13][C:14]3[CH:19]=[CH:18][C:17]([N:20]4[CH2:25][CH2:24][N:23]([C:26]([O:28][C:29]([CH3:32])([CH3:31])[CH3:30])=[O:27])[CH2:22][CH2:21]4)=[CH:16][N:15]=3)[N:11]=[CH:12][C:7]=2[C:6]=1[CH3:39])=[O:4].[OH-].[Li+]. The catalyst is CO.O.C(Cl)Cl.O. The product is [C:29]([O:28][C:26]([N:23]1[CH2:24][CH2:25][N:20]([C:17]2[CH:18]=[CH:19][C:14]([NH:13][C:10]3[N:11]=[CH:12][C:7]4[C:6]([CH3:39])=[C:5]([C:3]([OH:4])=[O:2])[N:33]([CH:34]5[CH2:35][CH2:36][CH2:37][CH2:38]5)[C:8]=4[N:9]=3)=[N:15][CH:16]=2)[CH2:21][CH2:22]1)=[O:27])([CH3:32])([CH3:30])[CH3:31]. The yield is 0.530. (3) The reactants are [F:1][C:2]1[C:3]([N:10]2[CH:15]3[CH2:16][CH2:17][CH:11]2[CH2:12][CH:13]([C:18]([F:21])([F:20])[F:19])[CH2:14]3)=[CH:4][C:5]([C:8]#[N:9])=[N:6][CH:7]=1.[ClH:22]. The catalyst is [Pd].CO. The product is [ClH:22].[F:1][C:2]1[C:3]([N:10]2[CH:15]3[CH2:16][CH2:17][CH:11]2[CH2:12][CH:13]([C:18]([F:21])([F:19])[F:20])[CH2:14]3)=[CH:4][C:5]([CH2:8][NH2:9])=[N:6][CH:7]=1. The yield is 0.880.